Dataset: Experimentally validated miRNA-target interactions with 360,000+ pairs, plus equal number of negative samples. Task: Binary Classification. Given a miRNA mature sequence and a target amino acid sequence, predict their likelihood of interaction. (1) The miRNA is hsa-miR-6721-5p with sequence UGGGCAGGGGCUUAUUGUAGGAG. The protein sequence of the target gene is MAPVGVEKKLLLGPNGPAVAAAGDLTSEEEEGQSLWSSILSEVSTRARSKLPSGKNILVFGEDGSGKTTLMTKLQGAEHGKKGRGLEYLYLSVHDEDRDDHTRCNVWILDGDLYHKGLLKFAVSAESLPETLVIFVADMSRPWTVMESLQKWASVLREHIDKMKIPPEKMRELERKFVKDFQDYMEPEEGCQGSPQRRGPLTSGSDEENVALPLGDNVLTHNLGIPVLVVCTKCDAVSVLEKEHDYRDEHLDFIQSHLRRFCLQYGAALIYTSVKEEKNLDLLYKYIVHKTYGFHFTTPA.... Result: 0 (no interaction). (2) The miRNA is mmu-miR-669f-5p with sequence AGUUGUGUGUGCAUGUGCAUGUGU. The protein sequence of the target gene is MERYKALEQLLTELDDFLKILDQENLSSTALVKKSCLAELLRLYTKSSSSDEEYIYMNKVTINKQQNAESQGKAPEEQGLLPNGEPSQHSSAPQKSLPDLPPPKMIPERKQLAIPKTESPEGYYEEAEPYDTSLNEDGEAVSSSYESYDEEDGSKGKSAPYQWPSPEAGIELMRDARICAFLWRKKWLGQWAKQLCVIKDNRLLCYKSSKDHSPQLDVNLLGSSVIHKEKQVRKKEHKLKITPMNADVIVLGLQSKDQAEQWLRVIQEVSGLPSEGASEGNQYTPDAQRFNCQKPDIAEK.... Result: 0 (no interaction).